This data is from Full USPTO retrosynthesis dataset with 1.9M reactions from patents (1976-2016). The task is: Predict the reactants needed to synthesize the given product. (1) Given the product [Cl:24][C:19]1[CH:20]=[CH:21][CH:22]=[CH:23][C:18]=1[C:5]1[N:6]([C:11]2[CH:16]=[CH:15][C:14]([Cl:17])=[CH:13][CH:12]=2)[C:7]2[C:3]([N:4]=1)=[C:2]([N:34]1[CH2:33][CH2:32][C:31]([NH:37][C:38](=[O:44])[O:39][C:40]([CH3:42])([CH3:41])[CH3:43])([C:25]3[CH:30]=[CH:29][CH:28]=[CH:27][CH:26]=3)[CH2:36][CH2:35]1)[N:10]=[CH:9][N:8]=2, predict the reactants needed to synthesize it. The reactants are: Cl[C:2]1[N:10]=[CH:9][N:8]=[C:7]2[C:3]=1[N:4]=[C:5]([C:18]1[CH:23]=[CH:22][CH:21]=[CH:20][C:19]=1[Cl:24])[N:6]2[C:11]1[CH:16]=[CH:15][C:14]([Cl:17])=[CH:13][CH:12]=1.[C:25]1([C:31]2([NH:37][C:38](=[O:44])[O:39][C:40]([CH3:43])([CH3:42])[CH3:41])[CH2:36][CH2:35][NH:34][CH2:33][CH2:32]2)[CH:30]=[CH:29][CH:28]=[CH:27][CH:26]=1.C(N(CC)CC)C. (2) Given the product [CH3:2][N:3]([C:15]1[N:24]=[C:23]([NH2:25])[C:22]2[C:17](=[CH:18][C:19]([O:28][CH3:29])=[C:20]([O:26][CH3:27])[CH:21]=2)[N:16]=1)[CH2:4][CH2:5][CH2:6][NH:7][C:8]([CH:10]1[O:14][CH2:13][CH2:12][CH2:11]1)=[O:9].[ClH:1], predict the reactants needed to synthesize it. The reactants are: [ClH:1].[CH3:2][N:3]([C:15]1[N:24]=[C:23]([NH2:25])[C:22]2[C:17](=[CH:18][C:19]([O:28][CH3:29])=[C:20]([O:26][CH3:27])[CH:21]=2)[N:16]=1)[CH2:4][CH2:5][CH2:6][NH:7][C:8]([CH:10]1[O:14][CH2:13][CH2:12][CH2:11]1)=[O:9]. (3) Given the product [Cl:1][C:2]1[C:3]([N:8]2[C:12]([C:13]([OH:15])=[O:14])=[CH:11][C:10]([O:17][C:18]([F:27])([F:26])[CH:19]([F:25])[O:20][C:21]([F:23])([F:24])[F:22])=[N:9]2)=[N:4][CH:5]=[CH:6][CH:7]=1, predict the reactants needed to synthesize it. The reactants are: [Cl:1][C:2]1[C:3]([N:8]2[C:12]([C:13]([O:15]C)=[O:14])=[CH:11][C:10]([O:17][C:18]([F:27])([F:26])[CH:19]([F:25])[O:20][C:21]([F:24])([F:23])[F:22])=[N:9]2)=[N:4][CH:5]=[CH:6][CH:7]=1.CO.[OH-].[Na+]. (4) Given the product [Cl:10][C:11]1[CH:16]=[CH:15][C:14]([C:2]2[CH:9]=[CH:8][C:5]([CH:6]=[O:7])=[CH:4][CH:3]=2)=[CH:13][CH:12]=1, predict the reactants needed to synthesize it. The reactants are: Br[C:2]1[CH:9]=[CH:8][C:5]([CH:6]=[O:7])=[CH:4][CH:3]=1.[Cl:10][C:11]1[CH:16]=[CH:15][C:14](B(O)O)=[CH:13][CH:12]=1.[F-].[K+]. (5) Given the product [F:13][C:12]([F:15])([F:14])[C:8]1[CH:7]=[C:6]2[C:11]([C:2]([NH:16][C@H:17]3[CH2:22][CH2:21][C@H:20]([NH2:23])[CH2:19][CH2:18]3)=[CH:3][CH:4]=[N:5]2)=[CH:10][CH:9]=1, predict the reactants needed to synthesize it. The reactants are: Cl[C:2]1[C:11]2[C:6](=[CH:7][C:8]([C:12]([F:15])([F:14])[F:13])=[CH:9][CH:10]=2)[N:5]=[CH:4][CH:3]=1.[NH2:16][C@H:17]1[CH2:22][CH2:21][C@H:20]([NH2:23])[CH2:19][CH2:18]1.[OH-].[Na+]. (6) The reactants are: [F:1][C:2]1[CH:7]=[C:6]([F:8])[CH:5]=[CH:4][C:3]=1[S:9](/[CH:12]=[CH:13]/[C:14]1[C:15]([NH:23][C:24]2[CH:28]=[CH:27][N:26]([CH3:29])[N:25]=2)=[N:16][C:17](S(C)=O)=[N:18][CH:19]=1)(=[O:11])=[O:10].[CH3:30][N:31]1[CH2:36][CH2:35][N:34]([C:37]2[CH:43]=[CH:42][C:40]([NH2:41])=[CH:39][CH:38]=2)[CH2:33][CH2:32]1. Given the product [F:1][C:2]1[CH:7]=[C:6]([F:8])[CH:5]=[CH:4][C:3]=1[S:9](/[CH:12]=[CH:13]/[C:14]1[C:15]([NH:23][C:24]2[CH:28]=[CH:27][N:26]([CH3:29])[N:25]=2)=[N:16][C:17]([NH:41][C:40]2[CH:39]=[CH:38][C:37]([N:34]3[CH2:33][CH2:32][N:31]([CH3:30])[CH2:36][CH2:35]3)=[CH:43][CH:42]=2)=[N:18][CH:19]=1)(=[O:11])=[O:10], predict the reactants needed to synthesize it. (7) Given the product [ClH:1].[Cl:1][C:2]1[CH:3]=[C:4]([CH:34]=[CH:35][C:36]=1[Cl:37])[CH2:5][NH:6][CH2:14][CH2:15][N:16]1[C:25]2[C:20]([C:21](=[O:27])[NH:22][C:23](=[O:26])[N:24]=2)=[N:19][C:18]2[CH:28]=[C:29]([CH3:33])[C:30]([CH3:32])=[CH:31][C:17]1=2.[ClH:38], predict the reactants needed to synthesize it. The reactants are: [Cl:1][C:2]1[CH:3]=[C:4]([CH:34]=[CH:35][C:36]=1[Cl:37])[CH2:5][N:6]([CH2:14][CH2:15][N:16]1[C:25]2[C:20]([C:21](=[O:27])[NH:22][C:23](=[O:26])[N:24]=2)=[N:19][C:18]2[CH:28]=[C:29]([CH3:33])[C:30]([CH3:32])=[CH:31][C:17]1=2)C(=O)OC(C)(C)C.[ClH:38].CCOCC. (8) Given the product [C:40]([NH:1][C:2]1[CH:7]=[CH:6][C:5]([NH:8][C:9](=[O:28])[NH:10][C:11]2[CH:27]=[CH:26][C:14]([O:15][C:16]3[CH:21]=[CH:20][N:19]=[C:18]([C:22]([NH:24][CH3:25])=[O:23])[CH:17]=3)=[CH:13][CH:12]=2)=[CH:4][C:3]=1[C:29]([F:32])([F:30])[F:31])(=[O:43])[CH2:41][CH3:42], predict the reactants needed to synthesize it. The reactants are: [NH2:1][C:2]1[CH:7]=[CH:6][C:5]([NH:8][C:9](=[O:28])[NH:10][C:11]2[CH:27]=[CH:26][C:14]([O:15][C:16]3[CH:21]=[CH:20][N:19]=[C:18]([C:22]([NH:24][CH3:25])=[O:23])[CH:17]=3)=[CH:13][CH:12]=2)=[CH:4][C:3]=1[C:29]([F:32])([F:31])[F:30].CCN(CC)CC.[C:40](Cl)(=[O:43])[CH2:41][CH3:42]. (9) The reactants are: [C:1]([O:5][C:6](=[O:13])[NH:7][C@H:8]1[CH2:11][C@@H:10](O)[CH2:9]1)([CH3:4])([CH3:3])[CH3:2].C1(P(C2C=CC=CC=2)C2C=CC=CC=2)C=CC=CC=1.[CH:33]1([N:36]2[C:44]3[C:39](=[N:40][CH:41]=[CH:42][CH:43]=3)[NH:38][C:37]2=[O:45])[CH2:35][CH2:34]1.N(C(OC(C)C)=O)=NC(OC(C)C)=O. Given the product [C:1]([O:5][C:6](=[O:13])[NH:7][C@H:8]1[CH2:11][C@H:10]([N:38]2[C:39]3=[N:40][CH:41]=[CH:42][CH:43]=[C:44]3[N:36]([CH:33]3[CH2:34][CH2:35]3)[C:37]2=[O:45])[CH2:9]1)([CH3:4])([CH3:3])[CH3:2], predict the reactants needed to synthesize it. (10) Given the product [CH3:21][C:22]1[CH:23]=[C:24]([NH:25][C:18]([C:13]2[CH:12]=[C:11]3[C:16]([CH:17]=[C:9]([C:3]4[C:2]([Cl:1])=[CH:7][CH:6]=[CH:5][C:4]=4[Cl:8])[NH:10]3)=[CH:15][CH:14]=2)=[O:20])[CH:26]=[CH:27][C:28]=1[CH3:29], predict the reactants needed to synthesize it. The reactants are: [Cl:1][C:2]1[CH:7]=[CH:6][CH:5]=[C:4]([Cl:8])[C:3]=1[C:9]1[NH:10][C:11]2[C:16]([CH:17]=1)=[CH:15][CH:14]=[C:13]([C:18]([OH:20])=O)[CH:12]=2.[CH3:21][C:22]1[CH:23]=[C:24]([CH:26]=[CH:27][C:28]=1[CH3:29])[NH2:25].CN(C(ON1N=NC2C=CC=NC1=2)=[N+](C)C)C.F[P-](F)(F)(F)(F)F.C(N(CC)CC)C.